Dataset: NCI-60 drug combinations with 297,098 pairs across 59 cell lines. Task: Regression. Given two drug SMILES strings and cell line genomic features, predict the synergy score measuring deviation from expected non-interaction effect. (1) Drug 1: C1=NC(=NC(=O)N1C2C(C(C(O2)CO)O)O)N. Drug 2: C(CCl)NC(=O)N(CCCl)N=O. Cell line: HT29. Synergy scores: CSS=31.0, Synergy_ZIP=-5.34, Synergy_Bliss=2.37, Synergy_Loewe=-13.5, Synergy_HSA=2.22. (2) Drug 1: COC1=NC(=NC2=C1N=CN2C3C(C(C(O3)CO)O)O)N. Drug 2: C1CCC(C(C1)N)N.C(=O)(C(=O)[O-])[O-].[Pt+4]. Cell line: NCI-H322M. Synergy scores: CSS=7.10, Synergy_ZIP=-0.401, Synergy_Bliss=2.94, Synergy_Loewe=-3.27, Synergy_HSA=1.07.